The task is: Predict the reaction yield, written as a fraction of the theoretical maximum amount of product (1.0 means a 100% yield; for example, 0.34 means a 34% yield).. This data is from Reaction yield outcomes from USPTO patents with 853,638 reactions. (1) The reactants are C1C=CC(P(C2C=CC=CC=2)C2C=CC=CC=2)=CC=1.CCN(CC)CC.C(O)=O.[Cl:30][C:31]1[N:39]=[C:38](Cl)[C:37]([F:41])=[CH:36][C:32]=1[C:33]([OH:35])=[O:34]. The catalyst is CC([O-])=O.CC([O-])=O.[Pd+2].CN(C=O)C. The product is [Cl:30][C:31]1[N:39]=[CH:38][C:37]([F:41])=[CH:36][C:32]=1[C:33]([OH:35])=[O:34]. The yield is 0.880. (2) The reactants are [CH2:1]([C:3]1[N:4]([C:28]2[CH:33]=[CH:32][C:31]([O:34][C:35]([CH3:39])([CH3:38])[CH2:36][OH:37])=[CH:30][CH:29]=2)[C:5](=[O:27])[C:6]([CH2:12][C:13]2[CH:18]=[CH:17][C:16]([C:19]3[C:20]([C:25]#[N:26])=[CH:21][CH:22]=[CH:23][CH:24]=3)=[CH:15][CH:14]=2)=[C:7]([CH2:9][CH2:10][CH3:11])[N:8]=1)[CH3:2].N1C(C)=CC=CC=1C.FC(F)(F)S(O[Si:54]([C:57]([CH3:60])([CH3:59])[CH3:58])([CH3:56])[CH3:55])(=O)=O. The catalyst is ClCCl.C(OCC)(=O)C. The product is [Si:54]([O:37][CH2:36][C:35]([CH3:39])([CH3:38])[O:34][C:31]1[CH:30]=[CH:29][C:28]([N:4]2[C:5](=[O:27])[C:6]([CH2:12][C:13]3[CH:14]=[CH:15][C:16]([C:19]4[C:20]([C:25]#[N:26])=[CH:21][CH:22]=[CH:23][CH:24]=4)=[CH:17][CH:18]=3)=[C:7]([CH2:9][CH2:10][CH3:11])[N:8]=[C:3]2[CH2:1][CH3:2])=[CH:33][CH:32]=1)([C:57]([CH3:60])([CH3:59])[CH3:58])([CH3:56])[CH3:55]. The yield is 0.850.